The task is: Predict the reactants needed to synthesize the given product.. This data is from Full USPTO retrosynthesis dataset with 1.9M reactions from patents (1976-2016). (1) Given the product [Br:26][C:27]1[CH:32]=[C:31]([CH2:33][N:16]2[C:17](=[O:24])[C:18]3[C:23](=[CH:22][CH:21]=[CH:20][CH:19]=3)[C:15]2=[O:25])[C:30]([F:35])=[CH:29][N:28]=1, predict the reactants needed to synthesize it. The reactants are: CC(OC(/N=N/C(OC(C)C)=O)=O)C.[C:15]1(=[O:25])[C:23]2[C:18](=[CH:19][CH:20]=[CH:21][CH:22]=2)[C:17](=[O:24])[NH:16]1.[Br:26][C:27]1[CH:32]=[C:31]([CH2:33]O)[C:30]([F:35])=[CH:29][N:28]=1.C1C=CC(P(C2C=CC=CC=2)C2C=CC=CC=2)=CC=1. (2) Given the product [F:7][C:8]1[CH:9]=[CH:10][C:11]([C:14]2[NH:18][C:17](/[CH:19]=[CH:20]/[C:21]3[CH:26]=[CH:25][C:24]([N:27]4[CH:31]=[C:30]([CH3:32])[N:29]=[CH:28]4)=[C:23]([O:33][CH3:34])[CH:22]=3)=[N:16][C:15]=2[CH2:35][OH:36])=[CH:12][CH:13]=1, predict the reactants needed to synthesize it. The reactants are: [H-].[H-].[H-].[H-].[Li+].[Al+3].[F:7][C:8]1[CH:13]=[CH:12][C:11]([C:14]2[NH:18][C:17](/[CH:19]=[CH:20]/[C:21]3[CH:26]=[CH:25][C:24]([N:27]4[CH:31]=[C:30]([CH3:32])[N:29]=[CH:28]4)=[C:23]([O:33][CH3:34])[CH:22]=3)=[N:16][C:15]=2[C:35](OC)=[O:36])=[CH:10][CH:9]=1.C(OCC)(=O)C. (3) Given the product [ClH:33].[ClH:33].[NH2:7][C@@H:8]([CH2:9][C:10]1[C:19]2[C:14](=[CH:15][CH:16]=[CH:17][CH:18]=2)[CH:13]=[CH:12][CH:11]=1)[C:20]([NH:21][CH2:22][C:23]1[C:24]([CH3:30])=[N:25][C:26]([NH2:29])=[CH:27][CH:28]=1)=[O:31], predict the reactants needed to synthesize it. The reactants are: C(OC(=O)[NH:7][C@H:8]([C:20](=[O:31])[NH:21][CH2:22][C:23]1[C:24]([CH3:30])=[N:25][C:26]([NH2:29])=[CH:27][CH:28]=1)[CH2:9][C:10]1[C:19]2[C:14](=[CH:15][CH:16]=[CH:17][CH:18]=2)[CH:13]=[CH:12][CH:11]=1)(C)(C)C.[ClH:33]. (4) Given the product [C:8]([O:11][CH2:12][CH2:13][CH2:14][C:15]1[CH:16]=[C:17]2[C:21](=[CH:22][CH:23]=1)[NH:20][CH:19]=[C:18]2[C:31](=[O:32])[CH:42]([NH:41][C:37]1[CH:38]=[N:39][CH:40]=[C:35]([O:34][CH3:33])[CH:36]=1)[C:43]1[CH:51]=[C:46]2[CH:47]=[CH:48][CH:49]=[CH:50][N:45]2[N:44]=1)(=[O:10])[CH3:9], predict the reactants needed to synthesize it. The reactants are: C(N(CC)CC)C.[C:8]([O:11][CH2:12][CH2:13][CH2:14][C:15]1[CH:16]=[C:17]2[C:21](=[CH:22][CH:23]=1)[N:20](C(OC(C)(C)C)=O)[CH:19]=[C:18]2[CH:31]=[O:32])(=[O:10])[CH3:9].[CH3:33][O:34][C:35]1[CH:36]=[C:37]([N:41]=[CH:42][C:43]2[CH:51]=[C:46]3[CH:47]=[CH:48][CH:49]=[CH:50][N:45]3[N:44]=2)[CH:38]=[N:39][CH:40]=1. (5) Given the product [CH3:5][O:6][CH:7]1[CH2:11][CH2:10][N:9]([C:12]2[N:32]=[C:15]3[CH:16]=[CH:17][C:18]([NH:20][C:21]([C:23]4[N:27]([CH3:28])[N:26]=[CH:25][C:24]=4[C:29]([N:1]4[CH2:4][CH2:3][CH2:2]4)=[O:30])=[O:22])=[CH:19][N:14]3[N:13]=2)[CH2:8]1, predict the reactants needed to synthesize it. The reactants are: [NH:1]1[CH2:4][CH2:3][CH2:2]1.[CH3:5][O:6][CH:7]1[CH2:11][CH2:10][N:9]([C:12]2[N:32]=[C:15]3[CH:16]=[CH:17][C:18]([NH:20][C:21]([C:23]4[N:27]([CH3:28])[N:26]=[CH:25][C:24]=4[C:29](O)=[O:30])=[O:22])=[CH:19][N:14]3[N:13]=2)[CH2:8]1. (6) Given the product [Cl:1][C:2]1[C:3]([CH:19]2[CH2:20][CH2:21][CH2:22]2)=[CH:4][C:5]2[N:6]([C:10]([C:11]3[CH:16]=[C:15]([F:17])[CH:14]=[C:13]([F:18])[CH:12]=3)=[N:9][N:8]=2)[N:7]=1, predict the reactants needed to synthesize it. The reactants are: [Cl:1][C:2]1[N:7]=[N:6][C:5]([NH:8][N:9]=[CH:10][C:11]2[CH:16]=[C:15]([F:17])[CH:14]=[C:13]([F:18])[CH:12]=2)=[CH:4][C:3]=1[CH:19]1[CH2:22][CH2:21][CH2:20]1. (7) Given the product [NH2:42][C:49]([CH3:52])([CH3:50])[CH2:48][NH:47][C:57]([NH:1][C:2]1[CH:3]=[C:4]([Cl:33])[C:5]([CH2:6][CH:7]2[CH2:12][CH2:11][N:10]([CH2:13][C:14]3[CH:19]=[CH:18][C:17]([C:20]([OH:29])([C:25]([F:28])([F:26])[F:27])[C:21]([F:22])([F:23])[F:24])=[CH:16][CH:15]=3)[CH2:9][CH2:8]2)=[CH:30][C:31]=1[F:32])=[O:53], predict the reactants needed to synthesize it. The reactants are: [NH2:1][C:2]1[C:31]([F:32])=[CH:30][C:5]([CH2:6][CH:7]2[CH2:12][CH2:11][N:10]([CH2:13][C:14]3[CH:19]=[CH:18][C:17]([C:20]([OH:29])([C:25]([F:28])([F:27])[F:26])[C:21]([F:24])([F:23])[F:22])=[CH:16][CH:15]=3)[CH2:9][CH2:8]2)=[C:4]([Cl:33])[CH:3]=1.C(Cl)(=O)OC1C=CC([N+:42]([O-])=O)=CC=1.[NH2:47][CH2:48][C:49]([CH3:52])(O)[CH3:50].[O:53]1[CH2:57]CCC1.